Task: Predict the reaction yield, written as a fraction of the theoretical maximum amount of product (1.0 means a 100% yield; for example, 0.34 means a 34% yield).. Dataset: Reaction yield outcomes from USPTO patents with 853,638 reactions (1) The reactants are [CH3:1][C@H:2]1[NH:7][CH2:6][CH2:5][N:4]([C:8]([C:10]2[CH:15]=[CH:14][CH:13]=[CH:12][CH:11]=2)=[O:9])[CH2:3]1.Cl[CH2:17][C:18]#[N:19].C(=O)([O-])[O-].[Na+].[Na+]. The catalyst is C(#N)C. The product is [C:8]([N:4]1[CH2:5][CH2:6][N:7]([CH2:17][C:18]#[N:19])[C@H:2]([CH3:1])[CH2:3]1)(=[O:9])[C:10]1[CH:15]=[CH:14][CH:13]=[CH:12][CH:11]=1. The yield is 0.510. (2) The reactants are [Cl:1][C:2]1[CH:3]=[CH:4][C:5]([CH2:8][O:9][C:10]2[CH:15]=[CH:14][NH:13][C:12](=[O:16])[CH:11]=2)=[N:6][CH:7]=1.Br[C:18]1[CH:19]=[CH:20][C:21]2[C:22]3[CH2:31][N:30]([C:32]([O:34][C:35]([CH3:38])([CH3:37])[CH3:36])=[O:33])[CH2:29][CH2:28][C:23]=3[N:24]([CH3:27])[C:25]=2[CH:26]=1. No catalyst specified. The product is [Cl:1][C:2]1[CH:3]=[CH:4][C:5]([CH2:8][O:9][C:10]2[CH:15]=[CH:14][N:13]([C:18]3[CH:19]=[CH:20][C:21]4[C:22]5[CH2:31][N:30]([C:32]([O:34][C:35]([CH3:38])([CH3:37])[CH3:36])=[O:33])[CH2:29][CH2:28][C:23]=5[N:24]([CH3:27])[C:25]=4[CH:26]=3)[C:12](=[O:16])[CH:11]=2)=[N:6][CH:7]=1. The yield is 0.400. (3) The catalyst is C(Cl)Cl. The product is [Cl:8][C:6]1[N:5]=[C:4]([N:9]2[CH2:14][CH2:13][O:12][CH2:11][CH2:10]2)[N:3]=[C:2]([N:23]2[CH:16]3[CH2:22][CH2:21][CH:20]2[CH2:19][O:18][CH2:17]3)[N:7]=1. The yield is 0.960. The reactants are Cl[C:2]1[N:7]=[C:6]([Cl:8])[N:5]=[C:4]([N:9]2[CH2:14][CH2:13][O:12][CH2:11][CH2:10]2)[N:3]=1.Cl.[CH:16]12[NH:23][CH:20]([CH2:21][CH2:22]1)[CH2:19][O:18][CH2:17]2.CCN(CC)CC. (4) The reactants are [CH2:1]([Li])CCC.[F:6][C:7]([F:23])([F:22])[C:8]1[CH:9]=[C:10]([CH2:18][C:19]([OH:21])=[O:20])[CH:11]=[C:12]([C:14]([F:17])([F:16])[F:15])[CH:13]=1.IC.S(=O)(O)[O-].[Na+].[CH:31]1([NH:37][CH:38]2[CH2:43][CH2:42][CH2:41][CH2:40][CH2:39]2)[CH2:36][CH2:35][CH2:34][CH2:33][CH2:32]1. The catalyst is O1CCCC1. The product is [CH3:1][CH:18]([C:10]1[CH:9]=[C:8]([C:7]([F:22])([F:23])[F:6])[CH:13]=[C:12]([C:14]([F:16])([F:17])[F:15])[CH:11]=1)[C:19]([O-:21])=[O:20].[CH:38]1([NH2+:37][CH:31]2[CH2:32][CH2:33][CH2:34][CH2:35][CH2:36]2)[CH2:39][CH2:40][CH2:41][CH2:42][CH2:43]1. The yield is 0.910. (5) The reactants are [Br:1][C:2]1[CH:22]=[CH:21][C:5]([O:6][CH2:7][CH:8]2[CH2:13][CH2:12][N:11](C(OC(C)(C)C)=O)[CH2:10][CH2:9]2)=[C:4]([F:23])[CH:3]=1.[ClH:24]. The catalyst is CO. The product is [ClH:24].[Br:1][C:2]1[CH:22]=[CH:21][C:5]([O:6][CH2:7][CH:8]2[CH2:9][CH2:10][NH:11][CH2:12][CH2:13]2)=[C:4]([F:23])[CH:3]=1. The yield is 0.990. (6) The reactants are [CH2:1]([C:3]([C:25]1[CH:30]=[CH:29][C:28](B2OC(C)(C)C(C)(C)O2)=[C:27]([CH3:40])[CH:26]=1)([C:6]1[CH:11]=[CH:10][C:9]([CH2:12][CH2:13][C:14]2([O:19][Si:20]([CH3:23])([CH3:22])[CH3:21])[CH2:18][CH2:17][CH2:16][CH2:15]2)=[C:8]([CH3:24])[CH:7]=1)[CH2:4][CH3:5])[CH3:2].[CH3:41][O:42][C:43](=[O:52])[CH2:44][C:45]1[CH:46]=[N:47][CH:48]=[C:49](Br)[CH:50]=1.P([O-])([O-])([O-])=O.[K+].[K+].[K+].[Cl-].[NH4+]. The catalyst is C1C=CC([P]([Pd]([P](C2C=CC=CC=2)(C2C=CC=CC=2)C2C=CC=CC=2)([P](C2C=CC=CC=2)(C2C=CC=CC=2)C2C=CC=CC=2)[P](C2C=CC=CC=2)(C2C=CC=CC=2)C2C=CC=CC=2)(C2C=CC=CC=2)C2C=CC=CC=2)=CC=1.O.CN(C)C=O. The product is [CH3:41][O:42][C:43](=[O:52])[CH2:44][C:45]1[CH:46]=[N:47][CH:48]=[C:49]([C:28]2[CH:29]=[CH:30][C:25]([C:3]([CH2:4][CH3:5])([C:6]3[CH:11]=[CH:10][C:9]([CH2:12][CH2:13][C:14]4([O:19][Si:20]([CH3:22])([CH3:23])[CH3:21])[CH2:18][CH2:17][CH2:16][CH2:15]4)=[C:8]([CH3:24])[CH:7]=3)[CH2:1][CH3:2])=[CH:26][C:27]=2[CH3:40])[CH:50]=1. The yield is 0.720. (7) The reactants are C(=O)([O-])[O-].[K+].[K+].[OH:7][C:8]1[CH:15]=[CH:14][C:11]([CH:12]=[O:13])=[CH:10][CH:9]=1.[CH2:16](Br)[C:17]1[CH:22]=[CH:21][CH:20]=[CH:19][CH:18]=1. The catalyst is CN(C=O)C. The product is [CH2:16]([O:7][C:8]1[CH:15]=[CH:14][C:11]([CH:12]=[O:13])=[CH:10][CH:9]=1)[C:17]1[CH:22]=[CH:21][CH:20]=[CH:19][CH:18]=1. The yield is 0.660.